This data is from Full USPTO retrosynthesis dataset with 1.9M reactions from patents (1976-2016). The task is: Predict the reactants needed to synthesize the given product. (1) Given the product [CH3:1][O:2][C:3]1[CH:4]=[CH:5][C:6]([C:9]2[CH:14]=[CH:13][C:12]([C:15](=[O:22])[CH2:16][CH2:17][C:18]([OH:20])=[O:19])=[CH:11][CH:10]=2)=[CH:7][CH:8]=1, predict the reactants needed to synthesize it. The reactants are: [CH3:1][O:2][C:3]1[CH:8]=[CH:7][C:6]([C:9]2[CH:14]=[CH:13][C:12]([C:15](=[O:22])[CH2:16][CH2:17][C:18]([O:20]C)=[O:19])=[CH:11][CH:10]=2)=[CH:5][CH:4]=1.[OH-].[Na+]. (2) Given the product [P:40]([O:29][CH2:28][C:2]([F:1])([F:30])[CH2:3][N:4]1[C:8]([C:9]2[CH:10]=[CH:11][C:12]([F:15])=[CH:13][CH:14]=2)=[C:7]([C:16]2[CH:17]=[CH:18][C:19]3[O:24][CH2:23][C:22](=[O:25])[NH:21][C:20]=3[CH:26]=2)[C:6]([CH3:27])=[N:5]1)([O:41][CH2:42][C:43]1[CH:44]=[CH:45][CH:46]=[CH:47][CH:48]=1)([O:49][CH2:50][C:51]1[CH:52]=[CH:53][CH:54]=[CH:55][CH:56]=1)=[O:68], predict the reactants needed to synthesize it. The reactants are: [F:1][C:2]([F:30])([CH2:28][OH:29])[CH2:3][N:4]1[C:8]([C:9]2[CH:14]=[CH:13][C:12]([F:15])=[CH:11][CH:10]=2)=[C:7]([C:16]2[CH:17]=[CH:18][C:19]3[O:24][CH2:23][C:22](=[O:25])[NH:21][C:20]=3[CH:26]=2)[C:6]([CH3:27])=[N:5]1.N1C=NN=N1.C(N(C(C)C)[P:40]([O:49][CH2:50][C:51]1[CH:56]=[CH:55][CH:54]=[CH:53][CH:52]=1)[O:41][CH2:42][C:43]1[CH:48]=[CH:47][CH:46]=[CH:45][CH:44]=1)(C)C.ClC1C=CC=C(C(OO)=[O:68])C=1.